Dataset: Forward reaction prediction with 1.9M reactions from USPTO patents (1976-2016). Task: Predict the product of the given reaction. (1) Given the reactants [F:1][C:2]1[CH:3]=[C:4]2[C:9](=[C:10]([F:12])[CH:11]=1)[CH2:8][C:7](=O)[CH2:6][CH2:5]2.[CH3:14][O:15][C:16](=[O:31])[C:17]1[CH:22]=[CH:21][C:20]([NH:23][C:24](=[O:30])[CH:25]([NH2:29])[CH2:26][CH2:27][CH3:28])=[N:19][CH:18]=1.C(O)(=O)C.S([O-])([O-])(=O)=O.[Na+].[Na+].C(O[BH-](OC(=O)C)OC(=O)C)(=O)C.[Na+].C([BH3-])#N.[Na+], predict the reaction product. The product is: [CH3:14][O:15][C:16](=[O:31])[C:17]1[CH:22]=[CH:21][C:20]([NH:23][C:24](=[O:30])[CH:25]([NH:29][CH:7]2[CH2:6][CH2:5][C:4]3[C:9](=[C:10]([F:12])[CH:11]=[C:2]([F:1])[CH:3]=3)[CH2:8]2)[CH2:26][CH2:27][CH3:28])=[N:19][CH:18]=1. (2) Given the reactants [Cl:1][C:2]1[CH:7]=[CH:6][C:5]([N:8]([CH3:10])[CH3:9])=[CH:4][C:3]=1[N:11]([S:26]([C:29]1[CH:34]=[CH:33][C:32]([O:35][CH3:36])=[C:31]([O:37][CH3:38])[CH:30]=1)(=[O:28])=[O:27])[CH2:12][C:13]([N:15]([CH2:24][CH3:25])[CH2:16][C:17]1[CH:22]=[N:21][CH:20]=[C:19]([CH3:23])[N:18]=1)=O.P12(SP3(SP(SP(S3)(S1)=S)(=S)S2)=S)=[S:40], predict the reaction product. The product is: [Cl:1][C:2]1[CH:7]=[CH:6][C:5]([N:8]([CH3:10])[CH3:9])=[CH:4][C:3]=1[N:11]([S:26]([C:29]1[CH:34]=[CH:33][C:32]([O:35][CH3:36])=[C:31]([O:37][CH3:38])[CH:30]=1)(=[O:28])=[O:27])[CH2:12][C:13]([N:15]([CH2:24][CH3:25])[CH2:16][C:17]1[CH:22]=[N:21][CH:20]=[C:19]([CH3:23])[N:18]=1)=[S:40]. (3) Given the reactants [CH3:1][C:2]1[C:7]([C:8]2[CH:16]=[CH:15][C:14]([O:17]C)=[C:13]3[C:9]=2[CH:10]=[CH:11][NH:12]3)=[C:6]([CH3:19])[N:5]=[CH:4][N:3]=1.CC1C=C(O)C=CC=1N1C2C=CN=CC=2N=C1C, predict the reaction product. The product is: [CH3:1][C:2]1[C:7]([C:8]2[CH:16]=[CH:15][C:14]([OH:17])=[C:13]3[C:9]=2[CH:10]=[CH:11][NH:12]3)=[C:6]([CH3:19])[N:5]=[CH:4][N:3]=1.